Dataset: Full USPTO retrosynthesis dataset with 1.9M reactions from patents (1976-2016). Task: Predict the reactants needed to synthesize the given product. (1) Given the product [CH3:1][O:2][C:3]1[CH:4]=[CH:5][CH:6]=[C:7]2[C:11]=1[CH:10]([NH:12][C:13]1[O:14][CH2:15][C:16]3[CH:22]=[C:21]([NH:23][C:24](=[O:26])[CH3:25])[CH:20]=[CH:19][C:17]=3[N:18]=1)[CH2:9][CH2:8]2, predict the reactants needed to synthesize it. The reactants are: [CH3:1][O:2][C:3]1[CH:4]=[CH:5][CH:6]=[C:7]2[C:11]=1[CH:10]([NH:12][C:13]1[O:14][CH2:15][C:16]3[CH:22]=[C:21]([NH2:23])[CH:20]=[CH:19][C:17]=3[N:18]=1)[CH2:9][CH2:8]2.[C:24](OC(=O)C)(=[O:26])[CH3:25]. (2) Given the product [CH3:33][N:34]([CH3:40])[C@H:35]1[CH2:39][CH2:38][N:37]([C:2]2[C:3]([C:20]3[CH:25]=[CH:24][CH:23]=[CH:22][CH:21]=3)=[C:4]([CH3:19])[C:5]([C:17]#[N:18])=[C:6]3[C:10]=2[O:9][C:8]([N:11]2[CH2:16][CH2:15][CH2:14][CH2:13][CH2:12]2)=[N:7]3)[CH2:36]1, predict the reactants needed to synthesize it. The reactants are: F[C:2]1[C:3]([C:20]2[CH:25]=[CH:24][CH:23]=[CH:22][CH:21]=2)=[C:4]([CH3:19])[C:5]([C:17]#[N:18])=[C:6]2[C:10]=1[O:9][C:8]([N:11]1[CH2:16][CH2:15][CH2:14][CH2:13][CH2:12]1)=[N:7]2.C(N(CC)CC)C.[CH3:33][N:34]([CH3:40])[C@H:35]1[CH2:39][CH2:38][NH:37][CH2:36]1. (3) Given the product [Cl:12][C:4]1[N:3]=[C:2]([O:19][CH2:20][C@H:21]2[O:26][CH2:25][CH2:24][N:23]([C:27]([O:29][C:30]([CH3:33])([CH3:32])[CH3:31])=[O:28])[CH2:22]2)[C:11]2[C:6](=[N:7][CH:8]=[CH:9][N:10]=2)[CH:5]=1, predict the reactants needed to synthesize it. The reactants are: Cl[C:2]1[C:11]2[C:6](=[N:7][CH:8]=[CH:9][N:10]=2)[CH:5]=[C:4]([Cl:12])[N:3]=1.C(=O)([O-])[O-].[K+].[K+].[OH:19][CH2:20][C@H:21]1[O:26][CH2:25][CH2:24][N:23]([C:27]([O:29][C:30]([CH3:33])([CH3:32])[CH3:31])=[O:28])[CH2:22]1.O. (4) The reactants are: [CH3:1][O:2][C:3]1[CH:8]=[CH:7][CH:6]=[C:5]([O:9][CH2:10][O:11][CH3:12])[CH:4]=1.C([Li])CCC.[CH3:18][O:19][C:20](=[O:31])[C:21]1[CH:26]=[C:25]([N+:27]([O-:29])=[O:28])[CH:24]=[CH:23][C:22]=1Br.C(Cl)(Cl)Cl. Given the product [N+:27]([C:25]1[CH:24]=[CH:23][C:22]([C:4]2[C:5]([O:9][CH2:10][O:11][CH3:12])=[CH:6][CH:7]=[CH:8][C:3]=2[O:2][CH3:1])=[C:21]([CH:26]=1)[C:20]([O:19][CH3:18])=[O:31])([O-:29])=[O:28], predict the reactants needed to synthesize it. (5) Given the product [CH3:26][O:25][C:20](=[O:24])[CH:21]=[C:22]([C:2]1[CH:3]=[C:4]2[C:8](=[CH:9][CH:10]=1)[N:7]([S:11]([C:14]1[CH:19]=[CH:18][CH:17]=[CH:16][CH:15]=1)(=[O:13])=[O:12])[CH:6]=[CH:5]2)[CH3:23], predict the reactants needed to synthesize it. The reactants are: I[C:2]1[CH:3]=[C:4]2[C:8](=[CH:9][CH:10]=1)[N:7]([S:11]([C:14]1[CH:19]=[CH:18][CH:17]=[CH:16][CH:15]=1)(=[O:13])=[O:12])[CH:6]=[CH:5]2.[C:20]([O:25][CH3:26])(=[O:24])/[CH:21]=[CH:22]/[CH3:23].C(N(CC)CC)C.[I-]. (6) Given the product [Na:27].[O:1]=[C:2]1[CH:9]2[CH2:10][C:5]3([C:12]([O:14][CH2:30][C:29]([F:36])([F:28])[S:32]([OH:35])(=[O:34])=[O:33])=[O:13])[CH2:6][CH:7]([CH2:11][CH:3]1[CH2:4]3)[CH2:8]2, predict the reactants needed to synthesize it. The reactants are: [O:1]=[C:2]1[CH:9]2[CH2:10][C:5]3([C:12]([OH:14])=[O:13])[CH2:6][CH:7]([CH2:11][CH:3]1[CH2:4]3)[CH2:8]2.C(N1C=CN=C1)(N1C=CN=C1)=O.[Na:27].[F:28][C:29]([F:36])([S:32]([OH:35])(=[O:34])=[O:33])[CH2:30]O. (7) Given the product [C:1]([C:3]([C:11]1[S:15][CH:14]=[C:13]([C:16]#[N:17])[CH:12]=1)([CH:8]([CH3:10])[CH3:9])[CH2:4][CH2:5][CH2:6][N:35]1[CH2:34][CH2:33][N:32]([CH2:31][CH2:30][O:29][C:28]2[CH:38]=[CH:39][C:25]([C:23]#[N:24])=[CH:26][CH:27]=2)[CH2:37][CH2:36]1)#[N:2], predict the reactants needed to synthesize it. The reactants are: [C:1]([C:3]([C:11]1[S:15][CH:14]=[C:13]([C:16]#[N:17])[CH:12]=1)([CH:8]([CH3:10])[CH3:9])[CH2:4][CH2:5][CH2:6]O)#[N:2].S(Cl)(C)(=O)=O.[C:23]([C:25]1[CH:39]=[CH:38][C:28]([O:29][CH2:30][CH2:31][N:32]2[CH2:37][CH2:36][NH:35][CH2:34][CH2:33]2)=[CH:27][CH:26]=1)#[N:24].[I-].[Na+]. (8) Given the product [O:75]=[C:74]([N:76]1[CH2:77][CH2:78][CH:79]([O:82][C:83]2[CH:88]=[CH:87][CH:86]=[C:85]([C:89]([F:92])([F:90])[F:91])[CH:84]=2)[CH2:80][CH2:81]1)[CH2:73][NH:72][C:22]([C:19]1[CH:18]=[C:17]([C:13]2[CH:14]=[CH:15][CH:16]=[C:11]([F:10])[CH:12]=2)[NH:21][N:20]=1)=[O:24], predict the reactants needed to synthesize it. The reactants are: CCN(C(C)C)C(C)C.[F:10][C:11]1[CH:12]=[C:13]([C:17]2[NH:21][N:20]=[C:19]([C:22]([OH:24])=O)[CH:18]=2)[CH:14]=[CH:15][CH:16]=1.C1(C2NN=C(C(O)=O)C=2)C=CC=CC=1.FC1C=C(C(=O)C)C=CC=1.C1C=CC2N(O)N=NC=2C=1.CCN=C=NCCCN(C)C.Cl.Cl.[NH2:72][CH2:73][C:74]([N:76]1[CH2:81][CH2:80][CH:79]([O:82][C:83]2[CH:88]=[CH:87][CH:86]=[C:85]([C:89]([F:92])([F:91])[F:90])[CH:84]=2)[CH2:78][CH2:77]1)=[O:75]. (9) Given the product [Cl:27][C:28]1[N:33]=[CH:32][C:31]([S:34]([N:21]2[CH2:20][CH2:19][C:16]3([C:15](=[O:24])[N:14]([C:11]4[CH:12]=[CH:13][C:8]([O:7][C:6]([F:5])([F:25])[F:26])=[CH:9][CH:10]=4)[CH2:18][CH2:17]3)[CH2:23][CH2:22]2)(=[O:36])=[O:35])=[CH:30][CH:29]=1, predict the reactants needed to synthesize it. The reactants are: C(O)(=O)C.[F:5][C:6]([F:26])([F:25])[O:7][C:8]1[CH:13]=[CH:12][C:11]([N:14]2[CH2:18][CH2:17][C:16]3([CH2:23][CH2:22][NH:21][CH2:20][CH2:19]3)[C:15]2=[O:24])=[CH:10][CH:9]=1.[Cl:27][C:28]1[N:33]=[CH:32][C:31]([S:34](Cl)(=[O:36])=[O:35])=[CH:30][CH:29]=1. (10) The reactants are: [CH:1]1([C:4]2[CH:5]=[CH:6][C:7]([C:15]([OH:17])=O)=[N:8][C:9]=2[O:10][CH2:11][CH:12]2[CH2:14][CH2:13]2)[CH2:3][CH2:2]1.C1(N(C2N=C(C)ON=2)C)CC1.[CH:29]1([CH2:32][C@H:33]([NH2:40])[C:34]2[N:38]=[C:37]([CH3:39])[O:36][N:35]=2)[CH2:31]C1. Given the product [CH:1]1([C:4]2[CH:5]=[CH:6][C:7]([C:15]([NH:40][CH:33]([CH:32]3[CH2:29][CH2:31]3)[C:34]3[N:38]=[C:37]([CH3:39])[O:36][N:35]=3)=[O:17])=[N:8][C:9]=2[O:10][CH2:11][CH:12]2[CH2:13][CH2:14]2)[CH2:2][CH2:3]1, predict the reactants needed to synthesize it.